Regression. Given a peptide amino acid sequence and an MHC pseudo amino acid sequence, predict their binding affinity value. This is MHC class I binding data. From a dataset of Peptide-MHC class I binding affinity with 185,985 pairs from IEDB/IMGT. (1) The binding affinity (normalized) is 0.213. The peptide sequence is EFIPNLFCM. The MHC is HLA-B40:01 with pseudo-sequence HLA-B40:01. (2) The peptide sequence is ALAVLSKCY. The MHC is HLA-A30:01 with pseudo-sequence HLA-A30:01. The binding affinity (normalized) is 0.213. (3) The peptide sequence is DPNFWGQGM. The MHC is HLA-B07:02 with pseudo-sequence HLA-B07:02. The binding affinity (normalized) is 0.304. (4) The peptide sequence is HYLCLNCLS. The MHC is HLA-A29:02 with pseudo-sequence HLA-A29:02. The binding affinity (normalized) is 0.0744. (5) The peptide sequence is RGGRAFVTI. The MHC is HLA-A29:02 with pseudo-sequence HLA-A29:02. The binding affinity (normalized) is 0. (6) The peptide sequence is AEFWDVFLS. The MHC is HLA-B35:01 with pseudo-sequence HLA-B35:01. The binding affinity (normalized) is 0.0847. (7) The peptide sequence is KQQQIHALF. The MHC is HLA-A24:02 with pseudo-sequence HLA-A24:02. The binding affinity (normalized) is 0.889. (8) The peptide sequence is GEGSGARLL. The MHC is HLA-A31:01 with pseudo-sequence HLA-A31:01. The binding affinity (normalized) is 0.0847.